This data is from Forward reaction prediction with 1.9M reactions from USPTO patents (1976-2016). The task is: Predict the product of the given reaction. (1) Given the reactants Br[C:2]1[CH:7]=[CH:6][C:5]([C:8]2[NH:9][CH:10]=[CH:11][N:12]=2)=[CH:4][CH:3]=1.[CH3:13][C:14]1[CH:34]=[CH:33][C:17]([C:18]([NH:20][C:21]2[CH:26]=[CH:25][CH:24]=[C:23]([N:27]3[CH2:32][CH2:31][O:30][CH2:29][CH2:28]3)[CH:22]=2)=[O:19])=[CH:16][C:15]=1B1OC(C)(C)C(C)(C)O1, predict the reaction product. The product is: [NH:12]1[CH:11]=[CH:10][N:9]=[C:8]1[C:5]1[CH:6]=[CH:7][C:2]([C:15]2[C:14]([CH3:13])=[CH:34][CH:33]=[C:17]([C:18]([NH:20][C:21]3[CH:26]=[CH:25][CH:24]=[C:23]([N:27]4[CH2:32][CH2:31][O:30][CH2:29][CH2:28]4)[CH:22]=3)=[O:19])[CH:16]=2)=[CH:3][CH:4]=1. (2) Given the reactants C[O:2][C:3]1[CH:8]=[CH:7][C:6]([C:9]2[S:10][CH:11]=[CH:12][N:13]=2)=[CH:5][CH:4]=1.Br, predict the reaction product. The product is: [S:10]1[CH:11]=[CH:12][N:13]=[C:9]1[C:6]1[CH:7]=[CH:8][C:3]([OH:2])=[CH:4][CH:5]=1. (3) Given the reactants [F:1][C:2]1[CH:28]=[C:27]([N+:29]([O-:31])=[O:30])[CH:26]=[CH:25][C:3]=1[O:4][C:5]1[CH:6]=[C:7]2[C:11](=[CH:12][C:13]=1[C:14]([O:16][CH2:17][CH3:18])=[O:15])[N:10](C1CCCCO1)[N:9]=[CH:8]2.FC(F)(F)C(O)=O.CC(C)=O, predict the reaction product. The product is: [F:1][C:2]1[CH:28]=[C:27]([N+:29]([O-:31])=[O:30])[CH:26]=[CH:25][C:3]=1[O:4][C:5]1[CH:6]=[C:7]2[C:11](=[CH:12][C:13]=1[C:14]([O:16][CH2:17][CH3:18])=[O:15])[NH:10][N:9]=[CH:8]2. (4) Given the reactants [Cl:1][C:2]1[CH:7]=[CH:6][CH:5]=[CH:4][C:3]=1[S:8]([NH:11][CH2:12][C:13]1[S:14][C:15]([C:18]2[CH:23]=[CH:22][CH:21]=[C:20]([S:24]([CH3:27])(=[O:26])=[O:25])[CH:19]=2)=[CH:16][CH:17]=1)(=[O:10])=[O:9].C(N(CC)C(C)C)(C)C.[C:37](Cl)(=[O:44])[C:38]1[CH:43]=[CH:42][CH:41]=[CH:40][CH:39]=1, predict the reaction product. The product is: [C:37]([N:11]([CH2:12][C:13]1[S:14][C:15]([C:18]2[CH:23]=[CH:22][CH:21]=[C:20]([S:24]([CH3:27])(=[O:26])=[O:25])[CH:19]=2)=[CH:16][CH:17]=1)[S:8]([C:3]1[CH:4]=[CH:5][CH:6]=[CH:7][C:2]=1[Cl:1])(=[O:9])=[O:10])(=[O:44])[C:38]1[CH:43]=[CH:42][CH:41]=[CH:40][CH:39]=1. (5) Given the reactants [C:1]([NH:8][C:9](=O)[CH2:10][NH2:11])([O:3][C:4]([CH3:7])([CH3:6])[CH3:5])=[O:2].CN(C([O:20]N1N=NC2C=CC=NC1=2)=[N+](C)C)C.F[P-](F)(F)(F)(F)F.CCN(C(C)C)C(C)C.[CH3:46][CH:47]([NH:49][C:50]1[C:55]([C:56]#[N:57])=[CH:54][C:53]([C:58]2[O:62][N:61]=[C:60]([C:63]3[CH:73]=[CH:72][C:66]4[CH2:67][CH2:68]N[CH2:70][CH2:71][C:65]=4[CH:64]=3)[N:59]=2)=[CH:52][N:51]=1)[CH3:48], predict the reaction product. The product is: [C:56]([C:55]1[CH:54]=[C:53]([C:58]2[O:62][N:61]=[C:60]([C:63]3[CH:73]=[CH:72][C:66]4[CH2:67][CH2:68][N:11]([C:10](=[O:20])[CH2:9][NH:8][C:1](=[O:2])[O:3][C:4]([CH3:7])([CH3:6])[CH3:5])[CH2:70][CH2:71][C:65]=4[CH:64]=3)[N:59]=2)[CH:52]=[N:51][C:50]=1[NH:49][CH:47]([CH3:48])[CH3:46])#[N:57].